Dataset: Forward reaction prediction with 1.9M reactions from USPTO patents (1976-2016). Task: Predict the product of the given reaction. (1) Given the reactants [F:1][C:2]([F:11])([F:10])[C:3]1[CH:8]=[CH:7][C:6]([OH:9])=[CH:5][CH:4]=1.[CH2:12]([CH:14]1[O:16][CH2:15]1)Cl, predict the reaction product. The product is: [F:1][C:2]([F:10])([F:11])[C:3]1[CH:4]=[CH:5][C:6]([O:9][CH2:12][CH:14]2[CH2:15][O:16]2)=[CH:7][CH:8]=1. (2) The product is: [O:4]=[C:3]1[NH:19][CH:17]=[N:10][C:9]2[C:8]([C:11]#[N:12])=[CH:7][NH:6][C:5]1=2. Given the reactants CO[C:3]([C:5]1[NH:6][CH:7]=[C:8]([C:11]#[N:12])[C:9]=1[NH2:10])=[O:4].C[O-].[Na+].Cl.[CH:17]([NH2:19])=O, predict the reaction product. (3) Given the reactants [CH2:1]([NH:8][C:9]1[N:13]([CH3:14])[C:12]2[CH:15]=[CH:16][C:17]([N:19]([C:21]3[CH:26]=[CH:25][N:24]=[C:23](Cl)[N:22]=3)[CH3:20])=[CH:18][C:11]=2[N:10]=1)[C:2]1[CH:7]=[CH:6][CH:5]=[CH:4][CH:3]=1.[NH2:28][C:29]1[CH:30]=[CH:31][C:32]([CH3:41])=[C:33]([S:35]([NH:38][O:39][CH3:40])(=[O:37])=[O:36])[CH:34]=1.CO, predict the reaction product. The product is: [CH2:1]([NH:8][C:9]1[N:13]([CH3:14])[C:12]2[CH:15]=[CH:16][C:17]([N:19]([CH3:20])[C:21]3[CH:26]=[CH:25][N:24]=[C:23]([NH:28][C:29]4[CH:30]=[CH:31][C:32]([CH3:41])=[C:33]([S:35]([NH:38][O:39][CH3:40])(=[O:36])=[O:37])[CH:34]=4)[N:22]=3)=[CH:18][C:11]=2[N:10]=1)[C:2]1[CH:7]=[CH:6][CH:5]=[CH:4][CH:3]=1.